From a dataset of Peptide-MHC class I binding affinity with 185,985 pairs from IEDB/IMGT. Regression. Given a peptide amino acid sequence and an MHC pseudo amino acid sequence, predict their binding affinity value. This is MHC class I binding data. (1) The peptide sequence is NHINVELAL. The MHC is HLA-B38:01 with pseudo-sequence HLA-B38:01. The binding affinity (normalized) is 0.480. (2) The peptide sequence is IVLLCYGGW. The MHC is HLA-B27:05 with pseudo-sequence HLA-B27:05. The binding affinity (normalized) is 0.0847. (3) The peptide sequence is FLKEQGGL. The MHC is HLA-B45:01 with pseudo-sequence HLA-B45:01. The binding affinity (normalized) is 0. (4) The peptide sequence is MVINGEQGT. The MHC is HLA-A25:01 with pseudo-sequence HLA-A25:01. The binding affinity (normalized) is 0.0847. (5) The peptide sequence is KAVHADMGY. The MHC is HLA-B57:01 with pseudo-sequence HLA-B57:01. The binding affinity (normalized) is 0.661.